From a dataset of Catalyst prediction with 721,799 reactions and 888 catalyst types from USPTO. Predict which catalyst facilitates the given reaction. (1) Reactant: [F:1][C:2]([F:13])([F:12])[C:3]1[CH:8]=[CH:7][C:6]([CH2:9][C:10]#[N:11])=[CH:5][CH:4]=1.N[C:15]1[CH:24]=[CH:23][C:18]2[NH:19][C:20](=[O:22])[NH:21][C:17]=2[CH:16]=1. Product: [F:1][C:2]([F:12])([F:13])[C:3]1[CH:4]=[CH:5][C:6]([CH2:9][CH2:10][NH:11][C:15]2[CH:24]=[CH:23][C:18]3[NH:19][C:20](=[O:22])[NH:21][C:17]=3[CH:16]=2)=[CH:7][CH:8]=1. The catalyst class is: 19. (2) Reactant: Cl[C:2]1[CH:7]=[C:6]([Cl:8])[N:5]=[CH:4][N:3]=1.CCN(C(C)C)C(C)C.[CH3:18][O:19][CH2:20][CH2:21][NH2:22].O. Product: [Cl:8][C:6]1[N:5]=[CH:4][N:3]=[C:2]([NH:22][CH2:21][CH2:20][O:19][CH3:18])[CH:7]=1. The catalyst class is: 41. (3) Reactant: [NH2:1][C:2]1[CH:7]=[CH:6][C:5]([O:8][CH3:9])=[CH:4][C:3]=1[C:10]([C:12]1[CH:17]=[CH:16][CH:15]=[C:14]([F:18])[CH:13]=1)=[O:11].C(O[BH-](OC(=O)C)OC(=O)C)(=O)C.[Na+].C(O)(=O)C.[CH3:37][O:38][C:39]1[CH:46]=[C:45]([O:47][CH3:48])[CH:44]=[CH:43][C:40]=1[CH:41]=O. Product: [CH3:37][O:38][C:39]1[CH:46]=[C:45]([O:47][CH3:48])[CH:44]=[CH:43][C:40]=1[CH2:41][NH:1][C:2]1[CH:7]=[CH:6][C:5]([O:8][CH3:9])=[CH:4][C:3]=1[C:10]([C:12]1[CH:17]=[CH:16][CH:15]=[C:14]([F:18])[CH:13]=1)=[O:11]. The catalyst class is: 68. (4) Reactant: [CH3:1][C:2]1[CH:3]=[CH:4][C:5]([S:9][C:10]2[CH:11]=[CH:12][CH:13]=[CH:14][C:15]=2[N:16]2[CH2:21][CH2:20][NH:19][CH2:18][CH2:17]2)=[C:6]([CH3:8])[CH:7]=1.[CH2:22]([S:28]([OH:31])(=[O:30])=[O:29])[CH2:23][S:24]([OH:27])(=[O:26])=[O:25]. Product: [CH3:1][C:2]1[CH:3]=[CH:4][C:5]([S:9][C:10]2[CH:11]=[CH:12][CH:13]=[CH:14][C:15]=2[N:16]2[CH2:17][CH2:18][NH:19][CH2:20][CH2:21]2)=[C:6]([CH3:8])[CH:7]=1.[CH2:22]([S:28]([O-:31])(=[O:30])=[O:29])[CH2:23][S:24]([O-:27])(=[O:26])=[O:25]. The catalyst class is: 21.